This data is from Full USPTO retrosynthesis dataset with 1.9M reactions from patents (1976-2016). The task is: Predict the reactants needed to synthesize the given product. (1) The reactants are: C(C1C=NC(=S)N=1)C1C=CC=CC=1.C1(C)C=CC(S(O)=O)=CC=1.[C:24]1([CH:30]([C:32]2[CH:36]=[N:35][C:34](=[S:37])[N:33]=2)[CH3:31])C=CC=C[CH:25]=1.C(Cl)C=C.[S].C(C(CC)C=O)C.CC(CC)C=O.N1C(=S)N=CC=1. Given the product [CH3:31][CH:30]([C:32]1[CH:36]=[N:35][C:34](=[S:37])[N:33]=1)[CH2:24][CH3:25], predict the reactants needed to synthesize it. (2) Given the product [ClH:1].[NH2:48][CH2:47][C@H:44]1[CH2:45][CH2:46][C@H:41]([C:39]([NH:38][C@H:23]([C:24](=[O:37])[NH:25][C:26]2[CH:31]=[CH:30][C:29]([C:32]3[NH:36][N:35]=[N:34][N:33]=3)=[CH:28][CH:27]=2)[CH2:22][C:18]2[CH:17]=[C:16]([C:13]3[CH:14]=[CH:15][C:10]([C:8]([NH:7][CH2:6][CH2:5][N:4]([CH2:56][CH3:57])[CH2:2][CH3:3])=[O:9])=[CH:11][CH:12]=3)[CH:21]=[CH:20][CH:19]=2)=[O:40])[CH2:42][CH2:43]1, predict the reactants needed to synthesize it. The reactants are: [ClH:1].[CH2:2]([N:4]([CH2:56][CH3:57])[CH2:5][CH2:6][NH:7][C:8]([C:10]1[CH:15]=[CH:14][C:13]([C:16]2[CH:21]=[CH:20][CH:19]=[C:18]([CH2:22][C@H:23]([NH:38][C:39]([C@H:41]3[CH2:46][CH2:45][C@H:44]([CH2:47][NH:48]C(=O)OC(C)(C)C)[CH2:43][CH2:42]3)=[O:40])[C:24](=[O:37])[NH:25][C:26]3[CH:31]=[CH:30][C:29]([C:32]4[NH:36][N:35]=[N:34][N:33]=4)=[CH:28][CH:27]=3)[CH:17]=2)=[CH:12][CH:11]=1)=[O:9])[CH3:3].C(#N)C. (3) Given the product [CH:36]1([CH2:42][S:43][C:44]2[CH:45]=[C:46]([C:2]3[CH:35]=[CH:34][C:5]([CH2:6][C:7]4[N:8]([C:20]5[CH:21]=[C:22]([N:26]6[S:30](=[O:32])(=[O:31])[NH:29][C:28](=[O:33])[CH2:27]6)[CH:23]=[CH:24][CH:25]=5)[CH:9]=[C:10]([C:12]5[CH:17]=[CH:16][C:15]([Cl:18])=[CH:14][C:13]=5[Cl:19])[N:11]=4)=[CH:4][CH:3]=3)[CH:47]=[CH:48][CH:49]=2)[CH2:37][CH2:38][CH2:39][CH2:40][CH2:41]1, predict the reactants needed to synthesize it. The reactants are: Br[C:2]1[CH:35]=[CH:34][C:5]([CH2:6][C:7]2[N:8]([C:20]3[CH:21]=[C:22]([N:26]4[S:30](=[O:32])(=[O:31])[NH:29][C:28](=[O:33])[CH2:27]4)[CH:23]=[CH:24][CH:25]=3)[CH:9]=[C:10]([C:12]3[CH:17]=[CH:16][C:15]([Cl:18])=[CH:14][C:13]=3[Cl:19])[N:11]=2)=[CH:4][CH:3]=1.[CH:36]1([CH2:42][S:43][C:44]2[CH:45]=[C:46](B(O)O)[CH:47]=[CH:48][CH:49]=2)[CH2:41][CH2:40][CH2:39][CH2:38][CH2:37]1. (4) The reactants are: Cl[C:2]1[N:7]=[C:6]([C:8]2[CH:9]=[C:10]([CH:19]=[CH:20][CH:21]=2)[CH2:11][NH:12][C:13]2[CH:14]=[N:15][CH:16]=[CH:17][CH:18]=2)[CH:5]=[CH:4][N:3]=1.[NH2:22][CH2:23][CH2:24][C:25]1[CH:30]=[CH:29][C:28]([OH:31])=[CH:27][CH:26]=1. Given the product [N:15]1[CH:16]=[CH:17][CH:18]=[C:13]([NH:12][CH2:11][C:10]2[CH:9]=[C:8]([C:6]3[CH:5]=[CH:4][N:3]=[C:2]([NH:22][CH2:23][CH2:24][C:25]4[CH:30]=[CH:29][C:28]([OH:31])=[CH:27][CH:26]=4)[N:7]=3)[CH:21]=[CH:20][CH:19]=2)[CH:14]=1, predict the reactants needed to synthesize it. (5) Given the product [CH:1]([C:6]1[C:15]2[C:10](=[C:11]([OH:16])[CH:12]=[CH:13][CH:14]=2)[N:9]=[C:8]([CH3:17])[CH:7]=1)([CH3:3])[CH3:2], predict the reactants needed to synthesize it. The reactants are: [CH:1]([Li])([CH3:3])[CH3:2].Br[C:6]1[C:15]2[C:10](=[C:11]([OH:16])[CH:12]=[CH:13][CH:14]=2)[N:9]=[C:8]([CH3:17])[CH:7]=1.CO. (6) Given the product [C:1]([C:3]1[CH:4]=[C:5]([CH:20]=[CH:21][CH:22]=1)[CH2:6][N:7]([C:8]1[CH:13]=[C:12]([C:14]2[NH:15][N:16]=[N:17][N:18]=2)[CH:11]=[CH:10][C:9]=1[F:19])[C:30](=[O:35])[CH2:31][CH2:32][CH2:33][CH3:34])#[CH:2], predict the reactants needed to synthesize it. The reactants are: [C:1]([C:3]1[CH:4]=[C:5]([CH:20]=[CH:21][CH:22]=1)[CH2:6][NH:7][C:8]1[CH:13]=[C:12]([C:14]2[NH:18][N:17]=[N:16][N:15]=2)[CH:11]=[CH:10][C:9]=1[F:19])#[CH:2].CN1CCOCC1.[C:30](Cl)(=[O:35])[CH2:31][CH2:32][CH2:33][CH3:34].